Dataset: Forward reaction prediction with 1.9M reactions from USPTO patents (1976-2016). Task: Predict the product of the given reaction. (1) Given the reactants C(Cl)(=O)C.[NH:5]1[CH2:10][CH2:9][CH:8]([C:11]2[CH:16]=[CH:15][C:14]([NH:17][C:18]([N:20]3[CH2:28][C:27]4[C:22](=[CH:23][CH:24]=[CH:25][CH:26]=4)[CH2:21]3)=[O:19])=[CH:13][CH:12]=2)[CH2:7][CH2:6]1.NC1C=C2C(=CC=1)CN(C(N[C:42]1[CH:47]=[CH:46][C:45]([C:48](=[O:53])NCCC)=[CH:44][CH:43]=1)=O)C2, predict the reaction product. The product is: [C:48]([N:5]1[CH2:6][CH2:7][CH:8]([C:11]2[CH:16]=[CH:15][C:14]([NH:17][C:18]([N:20]3[CH2:28][C:27]4[C:22](=[CH:23][CH:24]=[CH:25][CH:26]=4)[CH2:21]3)=[O:19])=[CH:13][CH:12]=2)[CH2:9][CH2:10]1)(=[O:53])[C:45]1[CH:46]=[CH:47][CH:42]=[CH:43][CH:44]=1. (2) Given the reactants C[O:2][C:3](=[O:27])[CH:4]([NH:17][C:18]1[CH:23]=[CH:22][C:21]([C:24](=[NH:26])[NH2:25])=[CH:20][CH:19]=1)[C:5]1[CH:10]=[C:9]([O:11][CH3:12])[C:8]([O:13][CH3:14])=[C:7]([O:15][CH3:16])[CH:6]=1.[OH-].[Na+].[ClH:30].C(OCC)C, predict the reaction product. The product is: [ClH:30].[C:24]([C:21]1[CH:20]=[CH:19][C:18]([NH:17][CH:4]([C:5]2[CH:6]=[C:7]([O:15][CH3:16])[C:8]([O:13][CH3:14])=[C:9]([O:11][CH3:12])[CH:10]=2)[C:3]([OH:27])=[O:2])=[CH:23][CH:22]=1)(=[NH:25])[NH2:26]. (3) Given the reactants [Cl:1][C:2]1[CH:11]=[C:10]2[C:5]([NH:6][C:7](=[O:19])[C:8]3[N:9]2[CH:12]=[N:13][C:14]=3[C:15]([O:17]C)=[O:16])=[CH:4][CH:3]=1.[Li+].[OH-].C1COCC1, predict the reaction product. The product is: [Cl:1][C:2]1[CH:11]=[C:10]2[C:5]([NH:6][C:7](=[O:19])[C:8]3[N:9]2[CH:12]=[N:13][C:14]=3[C:15]([OH:17])=[O:16])=[CH:4][CH:3]=1. (4) Given the reactants C[N:2]1[C:6](=[O:7])CCC1.[NH2:8][C:9]1[C:17]([Cl:18])=[CH:16][CH:15]=[CH:14][C:10]=1[C:11](O)=[O:12].NC(N)=O, predict the reaction product. The product is: [Cl:18][C:17]1[CH:16]=[CH:15][CH:14]=[C:10]2[C:9]=1[NH:8][C:6](=[O:7])[NH:2][C:11]2=[O:12]. (5) Given the reactants Cl.[F:2][C:3]1[C:4]([C:26]([F:29])([F:28])[F:27])=[C:5]([CH:9]2[CH2:14][CH2:13][N:12]([C:15]([C:17]3[C:25]4[CH2:24][CH2:23][NH:22][CH2:21][C:20]=4[NH:19][N:18]=3)=[O:16])[CH2:11][CH2:10]2)[CH:6]=[CH:7][CH:8]=1.[CH:30]1([CH:33]=O)[CH2:32][CH2:31]1.C(N1CCC2C(C(N3CCC(C4C=CC=C(F)C=4C(F)(F)F)CC3)=O)=NNC=2C1)C, predict the reaction product. The product is: [CH:30]1([CH2:33][N:22]2[CH2:23][CH2:24][C:25]3[C:17]([C:15]([N:12]4[CH2:11][CH2:10][CH:9]([C:5]5[CH:6]=[CH:7][CH:8]=[C:3]([F:2])[C:4]=5[C:26]([F:29])([F:27])[F:28])[CH2:14][CH2:13]4)=[O:16])=[N:18][NH:19][C:20]=3[CH2:21]2)[CH2:32][CH2:31]1. (6) Given the reactants C(Cl)Cl.[C:4]([NH:12][C:13]1[CH:36]=[CH:35][N:16]([C@@H:17]2[O:34][C@H:24]([CH2:25][O:26][Si](C(C)(C)C)(C)C)[C@@H:19]([O:20][CH2:21]SC)[CH2:18]2)[C:15](=[O:37])[N:14]=1)(=[O:11])[C:5]1[CH:10]=[CH:9][CH:8]=[CH:7][CH:6]=1.C1CCCCC=1.[N-:44]=[N+:45]=[N-:46].[Na+].[NH4+].[F-], predict the reaction product. The product is: [C:4]([NH:12][C:13]1[CH:36]=[CH:35][N:16]([C@@H:17]2[O:34][C@H:24]([CH2:25][OH:26])[C@@H:19]([O:20][CH2:21][N:44]=[N+:45]=[N-:46])[CH2:18]2)[C:15](=[O:37])[N:14]=1)(=[O:11])[C:5]1[CH:6]=[CH:7][CH:8]=[CH:9][CH:10]=1. (7) The product is: [CH2:1]([NH:8][C:9]([N:11]1[C@H:16]2[CH2:17][N:18]([CH2:30][C:31]3[CH:36]=[CH:35][CH:34]=[C:33]([N:48]4[CH2:51][CH:50]([N:52]5[CH2:57][CH2:56][N:55]([CH3:58])[CH2:54][C@@H:53]5[CH3:59])[CH2:49]4)[N:32]=3)[C:19](=[O:29])[C@H:20]([CH2:21][C:22]3[CH:27]=[CH:26][C:25]([OH:28])=[CH:24][CH:23]=3)[N:15]2[C:14](=[O:38])[CH2:13][N:12]1[CH2:39][CH:40]=[CH2:41])=[O:10])[C:2]1[CH:7]=[CH:6][CH:5]=[CH:4][CH:3]=1. Given the reactants [CH2:1]([NH:8][C:9]([N:11]1[C@H:16]2[CH2:17][N:18]([CH2:30][C:31]3[CH:36]=[CH:35][CH:34]=[C:33](F)[N:32]=3)[C:19](=[O:29])[C@H:20]([CH2:21][C:22]3[CH:27]=[CH:26][C:25]([OH:28])=[CH:24][CH:23]=3)[N:15]2[C:14](=[O:38])[CH2:13][N:12]1[CH2:39][CH:40]=[CH2:41])=[O:10])[C:2]1[CH:7]=[CH:6][CH:5]=[CH:4][CH:3]=1.N1C=CC=CC=1.[NH:48]1[CH2:51][CH:50]([N:52]2[CH2:57][CH2:56][N:55]([CH3:58])[CH2:54][C@@H:53]2[CH3:59])[CH2:49]1.C(C1C=CC=CC=1)C1C=CC=CC=1, predict the reaction product.